From a dataset of Reaction yield outcomes from USPTO patents with 853,638 reactions. Predict the reaction yield, written as a fraction of the theoretical maximum amount of product (1.0 means a 100% yield; for example, 0.34 means a 34% yield). The reactants are [Cl:1][C:2]1[N:7]=[C:6](Cl)[C:5]([N+:9]([O-:11])=[O:10])=[CH:4][N:3]=1.CCN(C(C)C)C(C)C.[O:21]1[CH2:26][CH2:25][CH:24]([NH2:27])[CH2:23][CH2:22]1. The catalyst is C1COCC1. The product is [Cl:1][C:2]1[N:7]=[C:6]([NH:27][CH:24]2[CH2:25][CH2:26][O:21][CH2:22][CH2:23]2)[C:5]([N+:9]([O-:11])=[O:10])=[CH:4][N:3]=1. The yield is 0.780.